From a dataset of CYP2D6 inhibition data for predicting drug metabolism from PubChem BioAssay. Regression/Classification. Given a drug SMILES string, predict its absorption, distribution, metabolism, or excretion properties. Task type varies by dataset: regression for continuous measurements (e.g., permeability, clearance, half-life) or binary classification for categorical outcomes (e.g., BBB penetration, CYP inhibition). Dataset: cyp2d6_veith. (1) The result is 0 (non-inhibitor). The molecule is COc1cc(CC(=O)O)ccc1O. (2) The molecule is COC(=O)C1=C(C)NC(C)=C(C(=O)OC(C)C)[C@H]1c1cccc2nonc12. The result is 0 (non-inhibitor).